From a dataset of Full USPTO retrosynthesis dataset with 1.9M reactions from patents (1976-2016). Predict the reactants needed to synthesize the given product. (1) Given the product [Cl:1][C:2]1[CH:16]=[CH:15][C:5]([CH2:6][O:7][C:8]2[CH:13]=[CH:12][N:11]([C:18]3[CH:19]=[CH:20][C:21]4[N:25]=[C:24]([CH:26]5[CH2:28][CH:27]5[C:29]([OH:32])([CH3:30])[CH3:31])[N:23]([CH3:33])[C:22]=4[CH:34]=3)[C:10](=[O:14])[CH:9]=2)=[CH:4][CH:3]=1, predict the reactants needed to synthesize it. The reactants are: [Cl:1][C:2]1[CH:16]=[CH:15][C:5]([CH2:6][O:7][C:8]2[CH:13]=[CH:12][NH:11][C:10](=[O:14])[CH:9]=2)=[CH:4][CH:3]=1.Br[C:18]1[CH:19]=[CH:20][C:21]2[N:25]=[C:24]([CH:26]3[CH2:28][CH:27]3[C:29]([OH:32])([CH3:31])[CH3:30])[N:23]([CH3:33])[C:22]=2[CH:34]=1.CNCCNC.C(=O)([O-])[O-].[K+].[K+]. (2) Given the product [F:33][C:34]1[CH:39]=[CH:38][C:37]([C:40]2[C:44]([CH2:45][O:46][C:47]3[CH:55]=[CH:54][C:50]([C:51]([NH:10][C@H:11]([CH2:3][OH:2])[CH2:7][CH3:6])=[O:53])=[CH:49][N:48]=3)=[C:43]([CH2:56][OH:57])[O:42][N:41]=2)=[CH:36][CH:35]=1, predict the reactants needed to synthesize it. The reactants are: O.[OH:2][C:3]1[C:11]2[N:10]=NN[C:7]=2[CH:6]=CC=1.C(N(C(C)C)C(C)C)C.Cl.CN(C)CCCN=C=NCC.[F:33][C:34]1[CH:39]=[CH:38][C:37]([C:40]2[C:44]([CH2:45][O:46][C:47]3[CH:55]=[CH:54][C:50]([C:51]([OH:53])=O)=[CH:49][N:48]=3)=[C:43]([CH2:56][OH:57])[O:42][N:41]=2)=[CH:36][CH:35]=1.N[C@@H](CC)CO.